From a dataset of Reaction yield outcomes from USPTO patents with 853,638 reactions. Predict the reaction yield, written as a fraction of the theoretical maximum amount of product (1.0 means a 100% yield; for example, 0.34 means a 34% yield). (1) The catalyst is CCOC(C)=O.[Pd]. The product is [CH3:1][NH:2][C:3]([C:5]1[CH:6]=[C:7]([CH:18]=[CH:19][CH:20]=1)[O:8][C:9]1[CH:14]=[CH:13][C:12]([NH2:15])=[CH:11][CH:10]=1)=[O:4]. The yield is 0.560. The reactants are [CH3:1][NH:2][C:3]([C:5]1[CH:6]=[C:7]([CH:18]=[CH:19][CH:20]=1)[O:8][C:9]1[CH:14]=[CH:13][C:12]([N+:15]([O-])=O)=[CH:11][CH:10]=1)=[O:4]. (2) The reactants are Cl[C:2]1[N:3]=[C:4]([N:24]2[CH2:29][CH2:28][O:27][CH2:26][CH2:25]2)[C:5]2[S:10][C:9]([CH2:11][N:12]3[CH2:17][CH2:16][N:15]([CH:18]4[CH2:23][CH2:22][O:21][CH2:20][CH2:19]4)[CH2:14][CH2:13]3)=[CH:8][C:6]=2[N:7]=1.[NH:30]1[C:38]2[CH:37]=[CH:36][CH:35]=[C:34](B(O)O)[C:33]=2[CH:32]=[CH:31]1. No catalyst specified. The product is [NH:30]1[C:38]2[C:33](=[C:34]([C:2]3[N:3]=[C:4]([N:24]4[CH2:29][CH2:28][O:27][CH2:26][CH2:25]4)[C:5]4[S:10][C:9]([CH2:11][N:12]5[CH2:17][CH2:16][N:15]([CH:18]6[CH2:23][CH2:22][O:21][CH2:20][CH2:19]6)[CH2:14][CH2:13]5)=[CH:8][C:6]=4[N:7]=3)[CH:35]=[CH:36][CH:37]=2)[CH:32]=[CH:31]1. The yield is 0.640. (3) The reactants are [F:1][C:2]1[CH:24]=[CH:23][C:5]([O:6][C:7]2[CH:15]=[C:14]([C:16]([F:22])([F:21])[C:17]([F:20])([F:19])[F:18])[CH:13]=[CH:12][C:8]=2[C:9](O)=[O:10])=[C:4]([O:25][CH3:26])[CH:3]=1.[NH2:27][C:28]1[CH:40]=[CH:39][C:31]([C:32]([O:34]C(C)(C)C)=[O:33])=[CH:30][CH:29]=1.CN(C(ON1N=NC2C=CC=NC1=2)=[N+](C)C)C.F[P-](F)(F)(F)(F)F.CN1CCOCC1.C(O)(C(F)(F)F)=O. The catalyst is CN(C=O)C.CO.O. The product is [F:1][C:2]1[CH:24]=[CH:23][C:5]([O:6][C:7]2[CH:15]=[C:14]([C:16]([F:21])([F:22])[C:17]([F:20])([F:19])[F:18])[CH:13]=[CH:12][C:8]=2[C:9]([NH:27][C:28]2[CH:29]=[CH:30][C:31]([C:32]([OH:34])=[O:33])=[CH:39][CH:40]=2)=[O:10])=[C:4]([O:25][CH3:26])[CH:3]=1. The yield is 0.100. (4) The reactants are [Cl:1][C:2]1[C:10]2[C:5](=[CH:6][CH:7]=[CH:8][CH:9]=2)[N:4]([C:11]2[CH:33]=[CH:32][C:14]([CH2:15][NH:16][C:17]([C:19]3([NH:22][C:23]([C:25]4[O:29][N:28]=[C:27](OC)[CH:26]=4)=[O:24])[CH2:21][CH2:20]3)=[O:18])=[CH:13][CH:12]=2)[C:3]=1[C:34]1[N:38]=[C:37]([CH3:39])[O:36][N:35]=1.[CH2:40]([C:43]1C=C(C(O)=O)ON=1)[CH2:41]C.C(N(CC)CC)C.CN(C(ON1N=NC2C=CC=CC1=2)=[N+](C)C)C.F[P-](F)(F)(F)(F)F. The catalyst is CN(C)C=O. The product is [Cl:1][C:2]1[C:10]2[C:5](=[CH:6][CH:7]=[CH:8][CH:9]=2)[N:4]([C:11]2[CH:33]=[CH:32][C:14]([CH2:15][NH:16][C:17]([C:19]3([NH:22][C:23]([C:25]4[O:29][N:28]=[C:27]([CH2:41][CH2:40][CH3:43])[CH:26]=4)=[O:24])[CH2:21][CH2:20]3)=[O:18])=[CH:13][CH:12]=2)[C:3]=1[C:34]1[N:38]=[C:37]([CH3:39])[O:36][N:35]=1. The yield is 0.550.